From a dataset of KCNQ2 potassium channel screen with 302,405 compounds. Binary Classification. Given a drug SMILES string, predict its activity (active/inactive) in a high-throughput screening assay against a specified biological target. (1) The molecule is O(c1c(C2C3CN(CC=C3C(=C(N)C2(C#N)C#N)C#N)C)cccc1OC)C. The result is 0 (inactive). (2) The drug is O(CCn1c2c(c(c1)C#N)cccc2)c1ccc(cc1)C. The result is 0 (inactive).